From a dataset of M1 muscarinic receptor agonist screen with 61,833 compounds. Binary Classification. Given a drug SMILES string, predict its activity (active/inactive) in a high-throughput screening assay against a specified biological target. (1) The drug is s1c2c(n(Cc3n(c4ccccc4)c(SCC(=O)NCc4occc4)nn3)c1=O)cccc2. The result is 0 (inactive). (2) The drug is O=c1[nH]c2c(cc1CN(CC)C(=O)c1ccncc1)ccc(c2)C. The result is 0 (inactive).